Dataset: Forward reaction prediction with 1.9M reactions from USPTO patents (1976-2016). Task: Predict the product of the given reaction. (1) Given the reactants [Cl:1][C:2]1[CH:11]=[C:10](Cl)[C:9]2[C:4](=[CH:5][CH:6]=[C:7]([O:13][CH3:14])[CH:8]=2)[N:3]=1.[CH3:15][O:16]C1C=CC(N)=CC=1.C(O)(=O)CC(O)=O.C[O-].[Na+], predict the reaction product. The product is: [Cl:1][C:2]1[CH:11]=[C:10]([O:16][CH3:15])[C:9]2[C:4](=[CH:5][CH:6]=[C:7]([O:13][CH3:14])[CH:8]=2)[N:3]=1. (2) The product is: [O:21]=[C:17]1[CH2:18][N:8]([C:6]([O:5][C:1]([CH3:4])([CH3:3])[CH3:2])=[O:7])[C@@H:9]([C:10]([O:12][CH2:13][CH3:14])=[O:11])[CH2:15][CH2:16]1. Given the reactants [C:1]([O:5][C:6]([NH:8][C@H:9]([CH2:15][CH2:16][C:17](=[O:21])[CH:18]=[N+]=[N-])[C:10]([O:12][CH2:13][CH3:14])=[O:11])=[O:7])([CH3:4])([CH3:3])[CH3:2], predict the reaction product.